Dataset: Full USPTO retrosynthesis dataset with 1.9M reactions from patents (1976-2016). Task: Predict the reactants needed to synthesize the given product. (1) Given the product [O:12]1[CH2:13][CH2:14][N:9]([C:2]2[C:3]([NH2:8])=[N:4][CH:5]=[CH:6][N:7]=2)[CH2:10][CH2:11]1, predict the reactants needed to synthesize it. The reactants are: Cl[C:2]1[C:3]([NH2:8])=[N:4][CH:5]=[CH:6][N:7]=1.[NH:9]1[CH2:14][CH2:13][O:12][CH2:11][CH2:10]1. (2) Given the product [NH2:1][C:2]1[C:6]2[C:7](=[O:17])[N:8]([C@@H:12]([CH:14]([CH3:16])[CH3:15])[CH3:13])[CH:9]=[C:10]([Br:11])[C:5]=2[NH:4][N:3]=1, predict the reactants needed to synthesize it. The reactants are: [NH2:1][C:2]1[C:6]2[C:7](=[O:17])[N:8]([CH:12]([CH:14]([CH3:16])[CH3:15])[CH3:13])[CH:9]=[C:10]([Br:11])[C:5]=2[NH:4][N:3]=1. (3) Given the product [Cl:15][C:12]1[CH:13]=[CH:14][C:9]([NH:8][C:6]([C:5]2[CH:28]=[CH:29][C:2]([NH:1][C:33]([N:49]3[CH2:54][CH2:53][CH:52]([CH2:55][OH:56])[CH2:51][CH2:50]3)=[O:34])=[CH:3][C:4]=2[F:30])=[O:7])=[C:10]([N:16]2[CH2:17][CH2:18][N:19]([CH2:22][CH2:23][C:24]([F:26])([F:25])[F:27])[CH2:20][CH2:21]2)[CH:11]=1, predict the reactants needed to synthesize it. The reactants are: [NH2:1][C:2]1[CH:29]=[CH:28][C:5]([C:6]([NH:8][C:9]2[CH:14]=[CH:13][C:12]([Cl:15])=[CH:11][C:10]=2[N:16]2[CH2:21][CH2:20][N:19]([CH2:22][CH2:23][C:24]([F:27])([F:26])[F:25])[CH2:18][CH2:17]2)=[O:7])=[C:4]([F:30])[CH:3]=1.C1C(=O)N(OC(ON2C(=O)CCC2=O)=O)[C:33](=[O:34])C1.[NH:49]1[CH2:54][CH2:53][CH:52]([CH2:55][OH:56])[CH2:51][CH2:50]1. (4) Given the product [C:3](=[O:17])([S:5][CH2:6][CH2:7][CH2:8][N:9]([C:10]([O:12][C:13]([CH3:16])([CH3:15])[CH3:14])=[O:11])[CH3:18])[CH3:4], predict the reactants needed to synthesize it. The reactants are: [H-].[Na+].[C:3](=[O:17])([S:5][CH2:6][CH2:7][CH2:8][NH:9][C:10]([O:12][C:13]([CH3:16])([CH3:15])[CH3:14])=[O:11])[CH3:4].[CH2:18]1COCC1. (5) Given the product [O:33]1[CH2:34][CH2:35][N:30]([CH2:29][CH2:28][N:5]([C:6]2[CH:14]=[CH:13][CH:12]=[C:11]3[C:7]=2[CH:8]=[CH:9][N:10]3[CH2:15][C:16]([O:18][CH3:19])=[O:17])[S:2]([CH3:1])(=[O:3])=[O:4])[CH2:31][CH2:32]1, predict the reactants needed to synthesize it. The reactants are: [CH3:1][S:2]([NH:5][C:6]1[CH:14]=[CH:13][CH:12]=[C:11]2[C:7]=1[CH:8]=[CH:9][N:10]2[CH2:15][C:16]([O:18][CH3:19])=[O:17])(=[O:4])=[O:3].C([O-])([O-])=O.[K+].[K+].Cl.Cl[CH2:28][CH2:29][N:30]1[CH2:35][CH2:34][O:33][CH2:32][CH2:31]1. (6) Given the product [CH3:1][S:2]([C:5]1[CH:10]=[CH:9][C:8]([NH:11][C:12]2[C:17]([N+:18]([O-:20])=[O:19])=[C:16]([O:21][CH:22]3[CH2:27][CH2:26][N:25]([CH2:31][CH2:30][CH:29]([CH3:33])[CH3:28])[CH2:24][CH2:23]3)[N:15]=[CH:14][N:13]=2)=[CH:7][CH:6]=1)(=[O:4])=[O:3], predict the reactants needed to synthesize it. The reactants are: [CH3:1][S:2]([C:5]1[CH:10]=[CH:9][C:8]([NH:11][C:12]2[C:17]([N+:18]([O-:20])=[O:19])=[C:16]([O:21][CH:22]3[CH2:27][CH2:26][NH:25][CH2:24][CH2:23]3)[N:15]=[CH:14][N:13]=2)=[CH:7][CH:6]=1)(=[O:4])=[O:3].[CH3:28][CH:29]([CH3:33])[CH2:30][CH:31]=O.[BH4-].[Na+]. (7) Given the product [Br:1][C:2]1[CH:3]=[C:4]([S:8]([NH:17][CH2:16][C:15]([O:14][CH2:12][CH3:13])=[O:18])(=[O:10])=[O:9])[CH:5]=[N:6][CH:7]=1, predict the reactants needed to synthesize it. The reactants are: [Br:1][C:2]1[CH:3]=[C:4]([S:8](Cl)(=[O:10])=[O:9])[CH:5]=[N:6][CH:7]=1.[CH2:12]([O:14][C:15](=[O:18])[CH2:16][NH2:17])[CH3:13].C(N(C(C)C)CC)(C)C.